Dataset: Full USPTO retrosynthesis dataset with 1.9M reactions from patents (1976-2016). Task: Predict the reactants needed to synthesize the given product. (1) The reactants are: [CH3:1][N:2]([CH2:7][CH2:8][C:9]1[CH:10]=[C:11]2[C:15](=[CH:16][CH:17]=1)[NH:14][N:13]=[C:12]2[S:18]([C:21]1[CH:26]=[CH:25][CH:24]=[CH:23][CH:22]=1)(=[O:20])=[O:19])C(=O)OC.COC(=O)N(CCC1C=CC(N)=C(CS(C2C=CC=CC=2)(=O)=O)C=1)C. Given the product [CH3:1][NH:2][CH2:7][CH2:8][C:9]1[CH:10]=[C:11]2[C:15](=[CH:16][CH:17]=1)[NH:14][N:13]=[C:12]2[S:18]([C:21]1[CH:26]=[CH:25][CH:24]=[CH:23][CH:22]=1)(=[O:20])=[O:19], predict the reactants needed to synthesize it. (2) Given the product [CH2:13]([NH:12][C@@H:6]1[C:7]([F:10])([F:11])[CH2:8][CH2:9][C@H:5]1[OH:4])[C:14]1[CH:15]=[CH:16][CH:17]=[CH:18][CH:19]=1, predict the reactants needed to synthesize it. The reactants are: C([O:4][C@@H:5]1[CH2:9][CH2:8][C:7]([F:11])([F:10])[C@H:6]1[NH:12][CH2:13][C:14]1[CH:19]=[CH:18][CH:17]=[CH:16][CH:15]=1)(=O)C.C([O-])([O-])=O.[K+].[K+]. (3) Given the product [C:17]1([C:16]2[C:10]3[N:9]=[CH:8][N:7]([C:1]4[CH:6]=[CH:5][C:4]([CH:24]=[CH2:25])=[CH:3][CH:2]=4)[C:12](=[O:13])[C:11]=3[S:14][CH:15]=2)[CH:18]=[CH:19][CH:20]=[CH:21][CH:22]=1, predict the reactants needed to synthesize it. The reactants are: [C:1]1([N:7]2[C:12](=[O:13])[C:11]3[S:14][CH:15]=[C:16]([C:17]4[CH:22]=[CH:21][CH:20]=[CH:19][CH:18]=4)[C:10]=3[N:9]=[CH:8]2)[CH:6]=[CH:5][CH:4]=[CH:3][CH:2]=1.N[C:24]1C(C2C=CC=CC=2)=CS[C:25]=1C(OC)=O.C(OCC)(OCC)OCC.NC1C=CC(C=C)=CC=1. (4) Given the product [NH3:1].[CH2:14]([N:11]1[CH2:10][CH:9]2[CH:13]([C:8]2([C:6]2[CH:5]=[CH:4][C:3]3[NH:21][CH:24]=[N:1][C:2]=3[CH:7]=2)[CH3:20])[CH2:12]1)[CH2:15][CH2:16][CH2:17][CH2:18][CH3:19], predict the reactants needed to synthesize it. The reactants are: [NH2:1][C:2]1[CH:7]=[C:6]([C:8]2([CH3:20])[CH:13]3[CH:9]2[CH2:10][N:11]([CH2:14][CH2:15][CH2:16][CH2:17][CH2:18][CH3:19])[CH2:12]3)[CH:5]=[CH:4][C:3]=1[NH2:21].[OH-].[Na+].[CH:24](O)=O. (5) The reactants are: Cl.[NH2:2][CH2:3][C:4]1([C:17](=[O:29])[NH:18][C:19]2[CH:20]=[N:21][C:22]([C:25]([F:28])([F:27])[F:26])=[CH:23][CH:24]=2)[CH2:9][CH2:8][N:7]([C:10](OC(C)(C)C)=O)[CH2:6][CH2:5]1.ClC1[C:32]2[CH:39]=[CH:38][NH:37][C:33]=2[N:34]=[CH:35][N:36]=1.C(N(C(C)C)C(C)C)C. Given the product [NH2:2][CH2:3][C:4]1([C:17]([NH:18][C:19]2[CH:20]=[N:21][C:22]([C:25]([F:27])([F:26])[F:28])=[CH:23][CH:24]=2)=[O:29])[CH2:5][CH2:6][N:7]([C:10]2[C:32]3[CH:39]=[CH:38][NH:37][C:33]=3[N:34]=[CH:35][N:36]=2)[CH2:8][CH2:9]1, predict the reactants needed to synthesize it. (6) Given the product [CH:18]([C:4]1[N:5]=[C:6]([C:8]2[CH:13]=[CH:12][C:11]([C:14]([F:17])([F:16])[F:15])=[CH:10][CH:9]=2)[S:7][C:3]=1[CH2:2][O:35][C:32]1[CH:33]=[CH:34][C:27]2[C:26]([CH2:25][C:24]([OH:36])=[O:23])=[CH:30][S:29][C:28]=2[CH:31]=1)([CH3:20])[CH3:19], predict the reactants needed to synthesize it. The reactants are: Cl[CH2:2][C:3]1[S:7][C:6]([C:8]2[CH:13]=[CH:12][C:11]([C:14]([F:17])([F:16])[F:15])=[CH:10][CH:9]=2)=[N:5][C:4]=1[CH:18]([CH3:20])[CH3:19].C([O:23][C:24](=[O:36])[CH2:25][C:26]1[C:27]2[CH:34]=[CH:33][C:32]([OH:35])=[CH:31][C:28]=2[S:29][CH:30]=1)C.C([O-])([O-])=O.[Cs+].[Cs+].[OH-].[Na+].